This data is from Reaction yield outcomes from USPTO patents with 853,638 reactions. The task is: Predict the reaction yield, written as a fraction of the theoretical maximum amount of product (1.0 means a 100% yield; for example, 0.34 means a 34% yield). (1) The reactants are [Mn]([O-])(=O)(=O)=[O:2].[K+].[OH:7][CH2:8][CH2:9][C:10]1[CH:15]=[CH:14][C:13]([CH:16]2[CH2:21][CH2:20][N:19]([C:22]([O:24][C:25]([CH3:28])([CH3:27])[CH3:26])=[O:23])[CH2:18][CH:17]2[O:29][CH2:30][C:31]2[CH:40]=[CH:39][C:38]3[C:33](=[CH:34][CH:35]=[CH:36][CH:37]=3)[CH:32]=2)=[CH:12][CH:11]=1. The catalyst is O.C(O)(=O)C.[I-].C([N+](CCCC)(CCCC)CCCC)CCC.C1C=CC=CC=1. The product is [C:25]([O:24][C:22]([N:19]1[CH2:20][CH2:21][CH:16]([C:13]2[CH:14]=[CH:15][C:10]([CH2:9][C:8]([OH:2])=[O:7])=[CH:11][CH:12]=2)[CH:17]([O:29][CH2:30][C:31]2[CH:40]=[CH:39][C:38]3[C:33](=[CH:34][CH:35]=[CH:36][CH:37]=3)[CH:32]=2)[CH2:18]1)=[O:23])([CH3:28])([CH3:26])[CH3:27]. The yield is 0.500. (2) The reactants are [CH:1]([CH:4]1[C:9]([O:10][CH3:11])=[N:8][CH2:7][C:6]([O:12][CH3:13])=[N:5]1)([CH3:3])[CH3:2].C([Li])CCC.I[CH2:20][CH2:21][C:22]([F:25])([F:24])[F:23]. The catalyst is C1COCC1.C(OCC)(=O)C. The product is [CH:1]([CH:4]1[C:9]([O:10][CH3:11])=[N:8][CH:7]([CH2:20][CH2:21][C:22]([F:25])([F:24])[F:23])[C:6]([O:12][CH3:13])=[N:5]1)([CH3:3])[CH3:2]. The yield is 0.590. (3) The reactants are N(C(OCC)=O)=NC(OCC)=O.[Br:13][C:14]1[CH:33]=[CH:32][C:17]([NH:18][C:19]2[C:28]3[C:23](=[CH:24][C:25]([OH:31])=[C:26]([O:29][CH3:30])[CH:27]=3)[N:22]=[CH:21][N:20]=2)=[C:16]([F:34])[CH:15]=1.C1(P(C2C=CC=CC=2)C2C=CC=CC=2)C=CC=CC=1.[O:54]=[S:55]1(=[O:65])[CH2:60][CH2:59][N:58]([CH2:61][CH2:62][CH2:63]O)[CH2:57][CH2:56]1.C(Cl)[Cl:67]. No catalyst specified. The product is [ClH:67].[Br:13][C:14]1[CH:33]=[CH:32][C:17]([NH:18][C:19]2[C:28]3[C:23](=[CH:24][C:25]([O:31][CH2:63][CH2:62][CH2:61][N:58]4[CH2:57][CH2:56][S:55](=[O:65])(=[O:54])[CH2:60][CH2:59]4)=[C:26]([O:29][CH3:30])[CH:27]=3)[N:22]=[CH:21][N:20]=2)=[C:16]([F:34])[CH:15]=1. The yield is 0.470. (4) The reactants are Cl.O[CH2:3][C:4]1[CH:9]=[C:8]([O:10][C:11]([F:14])([F:13])[F:12])[CH:7]=[CH:6][C:5]=1[N-]C(=O)C(C)(C)C.[NH2:22][C:23]([NH2:25])=[S:24]. The catalyst is O1CCOCC1.C(O)(C)C. The product is [NH2:22][C:23]1[S:24][CH2:3][C:4]2[CH:9]=[C:8]([O:10][C:11]([F:12])([F:14])[F:13])[CH:7]=[CH:6][C:5]=2[N:25]=1. The yield is 0.840. (5) The reactants are [I:1][CH3:2].[CH3:3][N:4]([CH3:20])[CH2:5][CH2:6][CH2:7][C:8]1[CH:12]=[C:11]([C:13]2[S:14][CH:15]=[CH:16][CH:17]=2)[NH:10][C:9]=1[CH:18]=[O:19]. The catalyst is C(Cl)Cl. The product is [I-:1].[CH3:20][N+:4]([CH3:2])([CH3:3])[CH2:5][CH2:6][CH2:7][C:8]1[CH:12]=[C:11]([C:13]2[S:14][CH:15]=[CH:16][CH:17]=2)[NH:10][C:9]=1[CH:18]=[O:19]. The yield is 1.00. (6) The reactants are [N:1]1([CH2:7][CH2:8][C:9]2[N:13]3[CH:14]=[CH:15][CH:16]=[CH:17][C:12]3=[CH:11][N:10]=2)[CH2:6][CH2:5][O:4][CH2:3][CH2:2]1.[F:18][C:19]([F:30])([F:29])[C:20](O[C:20](=[O:21])[C:19]([F:30])([F:29])[F:18])=[O:21].C(=O)([O-])[O-].[K+].[K+]. The catalyst is CN(C=O)C. The product is [F:18][C:19]([F:30])([F:29])[C:20]([C:11]1[N:10]=[C:9]([CH2:8][CH2:7][N:1]2[CH2:2][CH2:3][O:4][CH2:5][CH2:6]2)[N:13]2[CH:14]=[CH:15][CH:16]=[CH:17][C:12]=12)=[O:21]. The yield is 0.680.